This data is from Forward reaction prediction with 1.9M reactions from USPTO patents (1976-2016). The task is: Predict the product of the given reaction. Given the reactants [CH3:1][O:2][C:3]([C:5]1([C:8]2[CH:13]=[CH:12][C:11](B3OC(C)(C)C(C)(C)O3)=[CH:10][CH:9]=2)[CH2:7][CH2:6]1)=[O:4].[C:23]1([C@H:29]([O:31][C:32](=[O:46])[NH:33][C:34]2[N:35]([C:39]3[CH:44]=[CH:43][C:42](Br)=[CH:41][CH:40]=3)[N:36]=[N:37][CH:38]=2)[CH3:30])[CH:28]=[CH:27][CH:26]=[CH:25][CH:24]=1.COC1C=CC=C(OC)C=1C1C=CC=CC=1P(C1CCCCC1)C1CCCCC1.P([O-])([O-])([O-])=O.[K+].[K+].[K+], predict the reaction product. The product is: [CH3:1][O:2][C:3]([C:5]1([C:8]2[CH:9]=[CH:10][C:11]([C:42]3[CH:41]=[CH:40][C:39]([N:35]4[C:34]([NH:33][C:32]([O:31][C@@H:29]([C:23]5[CH:28]=[CH:27][CH:26]=[CH:25][CH:24]=5)[CH3:30])=[O:46])=[CH:38][N:37]=[N:36]4)=[CH:44][CH:43]=3)=[CH:12][CH:13]=2)[CH2:6][CH2:7]1)=[O:4].